Dataset: Merck oncology drug combination screen with 23,052 pairs across 39 cell lines. Task: Regression. Given two drug SMILES strings and cell line genomic features, predict the synergy score measuring deviation from expected non-interaction effect. (1) Drug 1: CC(C)CC(NC(=O)C(Cc1ccccc1)NC(=O)c1cnccn1)B(O)O. Drug 2: Cn1c(=O)n(-c2ccc(C(C)(C)C#N)cc2)c2c3cc(-c4cnc5ccccc5c4)ccc3ncc21. Cell line: A427. Synergy scores: synergy=0.788. (2) Drug 1: COc1cc(C2c3cc4c(cc3C(OC3OC5COC(C)OC5C(O)C3O)C3COC(=O)C23)OCO4)cc(OC)c1O. Drug 2: NC1(c2ccc(-c3nc4ccn5c(=O)[nH]nc5c4cc3-c3ccccc3)cc2)CCC1. Cell line: SW837. Synergy scores: synergy=41.5.